Dataset: Full USPTO retrosynthesis dataset with 1.9M reactions from patents (1976-2016). Task: Predict the reactants needed to synthesize the given product. (1) Given the product [CH3:35][O:36][C:26]1[N:25]=[C:24]([C:22]2[O:21][N:20]=[C:19]([C:17]3[CH:16]=[C:15]([CH3:34])[C:4]([O:5][CH2:6][CH:7]([OH:14])[CH2:8][NH:9][C:10](=[O:13])[CH2:11][OH:12])=[C:3]([CH3:1])[CH:18]=3)[N:23]=2)[CH:29]=[C:28]([CH3:30])[N:27]=1, predict the reactants needed to synthesize it. The reactants are: [CH2:1]([C:3]1[CH:18]=[C:17]([C:19]2[N:23]=[C:22]([C:24]3[CH:29]=[C:28]([CH3:30])[N:27]=[C:26](NCC)[N:25]=3)[O:21][N:20]=2)[CH:16]=[C:15]([CH3:34])[C:4]=1[O:5][CH2:6][C@@H:7]([OH:14])[CH2:8][NH:9][C:10](=[O:13])[CH2:11][OH:12])C.[CH3:35][O:36]C1N=C(C(O)=O)C=C(C)N=1. (2) Given the product [OH:1][C@@H:2]([C@H:4]1[C:34](=[O:35])[N:6]2[C:7]([C:21]([O-:23])=[O:22])=[C:8]([C:11]3[S:15][C:14]4=[C:16]([S:19][CH3:20])[N:17]([CH2:37][CH2:38][CH2:39][NH:40][C:41]([N:43]5[CH2:48][CH2:47][N:46]([C:49]6[CH:54]=[CH:53][CH:52]=[CH:51][CH:50]=6)[CH2:45][CH2:44]5)=[O:42])[CH:18]=[N+:13]4[CH:12]=3)[C@H:9]([CH3:10])[C@H:5]12)[CH3:3], predict the reactants needed to synthesize it. The reactants are: [OH:1][C@@H:2]([C@H:4]1[C:34](=[O:35])[N:6]2[C:7]([C:21]([O:23]CC3C=CC([N+]([O-])=O)=CC=3)=[O:22])=[C:8]([C:11]3[S:15][C:14]4=[C:16]([S:19][CH3:20])[N:17]=[CH:18][N:13]4[CH:12]=3)[C@H:9]([CH3:10])[C@H:5]12)[CH3:3].Br[CH2:37][CH2:38][CH2:39][NH:40][C:41]([N:43]1[CH2:48][CH2:47][N:46]([C:49]2[CH:54]=[CH:53][CH:52]=[CH:51][CH:50]=2)[CH2:45][CH2:44]1)=[O:42].[I-].[Na+]. (3) Given the product [C:70]([C:67]1([C:62]2[CH:63]=[CH:64][CH:65]=[CH:66][C:61]=2[CH2:60][CH2:59][C:57]2[C:56]([C:73]([F:75])([F:74])[F:76])=[CH:55][N:54]=[C:53]([NH:52][C:49]3[CH:48]=[CH:47][C:46]([CH:43]4[CH2:44][CH2:45][N:40]([C:38]([O:37][C:33]([CH3:35])([CH3:34])[CH3:36])=[O:39])[CH2:41][CH2:42]4)=[CH:51][CH:50]=3)[N:58]=2)[CH2:68][CH2:69]1)(=[O:72])[NH2:7], predict the reactants needed to synthesize it. The reactants are: C1C=CC2N(O)N=[N:7]C=2C=1.CCN=C=NCCCN(C)C.Cl.Cl.CCN(C(C)C)C(C)C.[C:33]([O:37][C:38]([N:40]1[CH2:45][CH2:44][CH:43]([C:46]2[CH:51]=[CH:50][C:49]([NH:52][C:53]3[N:58]=[C:57]([CH2:59][CH2:60][C:61]4[CH:66]=[CH:65][CH:64]=[CH:63][C:62]=4[C:67]4([C:70]([OH:72])=O)[CH2:69][CH2:68]4)[C:56]([C:73]([F:76])([F:75])[F:74])=[CH:55][N:54]=3)=[CH:48][CH:47]=2)[CH2:42][CH2:41]1)=[O:39])([CH3:36])([CH3:35])[CH3:34].C(=O)([O-])[O-].[NH4+].[NH4+]. (4) Given the product [CH3:29][O:30][C:31]1[CH:32]=[C:33]([N:39]2[CH2:47][C:46]3[C:41](=[CH:42][CH:43]=[CH:44][C:45]=3[CH2:48][CH2:49][C:50]3[CH:51]=[CH:52][C:53]([C:54]([OH:56])=[O:55])=[CH:58][CH:59]=3)[CH2:40]2)[CH:34]=[C:35]([O:37][CH3:38])[CH:36]=1, predict the reactants needed to synthesize it. The reactants are: FC1C=C(C=CC=1)CN1C2C(=CC=CC=2CCC2C=CC(C(O)=O)=CC=2)CC1.[CH3:29][O:30][C:31]1[CH:32]=[C:33]([N:39]2[CH2:47][C:46]3[C:41](=[CH:42][CH:43]=[CH:44][C:45]=3[CH2:48][CH2:49][C:50]3[CH:59]=[CH:58][C:53]([C:54]([O:56]C)=[O:55])=[CH:52][CH:51]=3)[CH2:40]2)[CH:34]=[C:35]([O:37][CH3:38])[CH:36]=1.[Li+].[OH-]. (5) The reactants are: [CH-:1]1[CH:5]=[CH:4][CH:3]=[CH:2]1.[CH-:6]1[CH:10]=[CH:9][CH:8]=[CH:7]1.[Fe+2:11].[Cl:12][C:13]1[CH:21]=[CH:20][CH:19]=[CH:18][C:14]=1[C:15](Cl)=[O:16].C(Cl)Cl.[Al+3].[Cl-].[Cl-].[Cl-]. Given the product [Cl:12][C:13]1[CH:21]=[CH:20][CH:19]=[CH:18][C:14]=1[C:15]([C-:1]1[CH:5]=[CH:4][CH:3]=[CH:2]1)=[O:16].[CH-:6]1[CH:10]=[CH:9][CH:8]=[CH:7]1.[Fe+2:11], predict the reactants needed to synthesize it. (6) Given the product [Cl:13][C:14]1[CH:19]=[C:18]([Cl:20])[CH:17]=[CH:16][C:15]=1[O:21][C:2]1[CH:3]=[C:4]([F:12])[CH:5]=[C:6]2[C:10]=1[NH:9][CH:8]=[C:7]2[CH3:11], predict the reactants needed to synthesize it. The reactants are: Br[C:2]1[CH:3]=[C:4]([F:12])[CH:5]=[C:6]2[C:10]=1[NH:9][CH:8]=[C:7]2[CH3:11].[Cl:13][C:14]1[CH:19]=[C:18]([Cl:20])[CH:17]=[CH:16][C:15]=1[OH:21].Cl.CN(C)CC(O)=O.C([O-])([O-])=O.[Cs+].[Cs+]. (7) The reactants are: [Cl:1][C:2]1[CH:7]=[CH:6][C:5]([NH:8][S:9]([C:12]2[CH:13]=[CH:14][C:15]([O:29][CH3:30])=[C:16]3[C:21]=2[O:20][CH2:19][C@H:18]([NH:22]C(=O)C(F)(F)F)[CH2:17]3)(=[O:11])=[O:10])=[CH:4][CH:3]=1.[OH-].[Na+].[Cl-].[NH4+]. Given the product [NH2:22][C@@H:18]1[CH2:17][C:16]2[C:21](=[C:12]([S:9]([NH:8][C:5]3[CH:6]=[CH:7][C:2]([Cl:1])=[CH:3][CH:4]=3)(=[O:11])=[O:10])[CH:13]=[CH:14][C:15]=2[O:29][CH3:30])[O:20][CH2:19]1, predict the reactants needed to synthesize it. (8) Given the product [Cl:36][C:37]1[S:41][C:40]([C:2]2[CH:35]=[CH:34][CH:33]=[CH:32][C:3]=2[C:4]([NH:6][C:7]2[CH:8]=[C:9]3[C:13](=[CH:14][CH:15]=2)[N:12]([C:16](=[O:31])[CH2:17][C:18]2[CH:23]=[CH:22][CH:21]=[C:20]([N:24]4[C:28]([CH3:29])=[CH:27][CH:26]=[C:25]4[CH3:30])[N:19]=2)[CH2:11][CH2:10]3)=[O:5])=[CH:39][CH:38]=1, predict the reactants needed to synthesize it. The reactants are: Br[C:2]1[CH:35]=[CH:34][CH:33]=[CH:32][C:3]=1[C:4]([NH:6][C:7]1[CH:8]=[C:9]2[C:13](=[CH:14][CH:15]=1)[N:12]([C:16](=[O:31])[CH2:17][C:18]1[CH:23]=[CH:22][CH:21]=[C:20]([N:24]3[C:28]([CH3:29])=[CH:27][CH:26]=[C:25]3[CH3:30])[N:19]=1)[CH2:11][CH2:10]2)=[O:5].[Cl:36][C:37]1[S:41][C:40](B(O)O)=[CH:39][CH:38]=1.C(N(CC)CC)C.C(OCC)(=O)C. (9) Given the product [CH:1]1([C:5]2[C:13]([C:14]3[NH:18][C:17]([O:19][CH3:20])=[N:16][N:15]=3)=[CH:12][C:8]([C:9]([N:50]3[CH2:55][CH2:54][CH:53]([C:56]4[CH:63]=[CH:62][C:59]([C:60]#[N:61])=[CH:58][CH:57]=4)[CH2:52][CH2:51]3)=[O:11])=[C:7]([CH3:21])[CH:6]=2)[CH2:2][CH2:3][CH2:4]1, predict the reactants needed to synthesize it. The reactants are: [CH:1]1([C:5]2[C:13]([C:14]3[NH:18][C:17]([O:19][CH3:20])=[N:16][N:15]=3)=[CH:12][C:8]([C:9]([OH:11])=O)=[C:7]([CH3:21])[CH:6]=2)[CH2:4][CH2:3][CH2:2]1.CC(N(C)C)=O.C1C=CC2N(O)N=NC=2C=1.CCN=C=NCCCN(C)C.Cl.[NH:50]1[CH2:55][CH2:54][CH:53]([C:56]2[CH:63]=[CH:62][C:59]([C:60]#[N:61])=[CH:58][CH:57]=2)[CH2:52][CH2:51]1.